The task is: Predict the reaction yield, written as a fraction of the theoretical maximum amount of product (1.0 means a 100% yield; for example, 0.34 means a 34% yield).. This data is from Reaction yield outcomes from USPTO patents with 853,638 reactions. (1) The reactants are [BH4-].[Na+].[Cl:3][C:4]1[CH:5]=[N:6][CH:7]=[C:8]([CH:13]=1)[C:9](OC)=[O:10]. The catalyst is CO.C(Cl)Cl. The product is [Cl:3][C:4]1[CH:13]=[C:8]([CH2:9][OH:10])[CH:7]=[N:6][CH:5]=1. The yield is 0.560. (2) The reactants are I[C:2]1[N:3]=[C:4]([CH2:7][CH2:8][CH3:9])[NH:5][CH:6]=1.[N:10]1[CH:15]=[CH:14][C:13](B(O)O)=[CH:12][CH:11]=1.C(=O)([O-])[O-].[Na+].[Na+]. The catalyst is O1CCOCC1.O. The product is [CH2:7]([C:4]1[NH:5][CH:6]=[C:2]([C:13]2[CH:14]=[CH:15][N:10]=[CH:11][CH:12]=2)[N:3]=1)[CH2:8][CH3:9]. The yield is 0.370.